Dataset: Catalyst prediction with 721,799 reactions and 888 catalyst types from USPTO. Task: Predict which catalyst facilitates the given reaction. (1) Reactant: [CH3:1][O:2][C:3]([C:5]1[C:10]([CH:11]=[CH:12][C:13]([O:15][CH3:16])=[O:14])=[CH:9][C:8]([CH3:17])=[CH:7][N:6]=1)=[O:4]. Product: [CH3:1][O:2][C:3]([C:5]1[C:10]([CH2:11][CH2:12][C:13]([O:15][CH3:16])=[O:14])=[CH:9][C:8]([CH3:17])=[CH:7][N:6]=1)=[O:4]. The catalyst class is: 19. (2) Reactant: [Br:1][C:2]1[N:7]=[C:6]([CH3:8])[C:5]([NH2:9])=[C:4]([CH3:10])[CH:3]=1.N1C=CC=CC=1.[CH3:17][C:18]1[CH:22]=[CH:21][O:20][C:19]=1[C:23](Cl)=[O:24].O. Product: [Br:1][C:2]1[N:7]=[C:6]([CH3:8])[C:5]([NH:9][C:23]([C:19]2[O:20][CH:21]=[CH:22][C:18]=2[CH3:17])=[O:24])=[C:4]([CH3:10])[CH:3]=1. The catalyst class is: 2. (3) Reactant: [OH:1][C:2]1[CH:7]=[CH:6][C:5]([O:8][CH3:9])=[CH:4][C:3]=1[C:10]1[S:11][C:12]2[CH:18]=[C:17](C(O)=O)[CH:16]=[CH:15][C:13]=2[N:14]=1.C([N:24](CC)CC)C.C1(P(N=[N+]=[N-])(C2C=CC=CC=2)=O)C=CC=CC=1.O. Product: [NH2:24][C:17]1[CH:16]=[CH:15][C:13]2[N:14]=[C:10]([C:3]3[CH:4]=[C:5]([O:8][CH3:9])[CH:6]=[CH:7][C:2]=3[OH:1])[S:11][C:12]=2[CH:18]=1. The catalyst class is: 204. (4) Reactant: Cl[C:2]1[N:3]=[C:4]([NH:19][C:20]2[CH:25]=[CH:24][CH:23]=[CH:22][C:21]=2[S:26]([CH:29]([CH3:31])[CH3:30])(=[O:28])=[O:27])[C:5]2[CH:10]=[CH:9][N:8]([CH2:11][O:12][CH2:13][CH2:14][Si:15]([CH3:18])([CH3:17])[CH3:16])[C:6]=2[N:7]=1.Cl.[CH3:33][P:34]([C:37]1[CH:43]=[CH:42][C:40]([NH2:41])=[C:39]([O:44][CH3:45])[CH:38]=1)([CH3:36])=[O:35].CC1(C)C2C(=C(P(C3C=CC=CC=3)C3C=CC=CC=3)C=CC=2)OC2C(P(C3C=CC=CC=3)C3C=CC=CC=3)=CC=CC1=2.C(O[Na])(C)(C)C. Product: [CH3:36][P:34]([C:37]1[CH:43]=[CH:42][C:40]([NH:41][C:2]2[N:3]=[C:4]([NH:19][C:20]3[CH:25]=[CH:24][CH:23]=[CH:22][C:21]=3[S:26]([CH:29]([CH3:31])[CH3:30])(=[O:28])=[O:27])[C:5]3[CH:10]=[CH:9][N:8]([CH2:11][O:12][CH2:13][CH2:14][Si:15]([CH3:17])([CH3:18])[CH3:16])[C:6]=3[N:7]=2)=[C:39]([O:44][CH3:45])[CH:38]=1)([CH3:33])=[O:35]. The catalyst class is: 110. (5) Reactant: Br[C:2]1[CH:7]=[CH:6][C:5]([Cl:8])=[CH:4][C:3]=1[N+:9]([O-:11])=[O:10].C([O-])([O-])=O.[K+].[K+].[CH3:18][O:19][C:20](=[O:28])[C:21]1[CH:26]=[CH:25][CH:24]=[C:23]([OH:27])[CH:22]=1. Product: [CH3:18][O:19][C:20](=[O:28])[C:21]1[CH:26]=[CH:25][CH:24]=[C:23]([O:27][C:2]2[CH:7]=[CH:6][C:5]([Cl:8])=[CH:4][C:3]=2[N+:9]([O-:11])=[O:10])[CH:22]=1. The catalyst class is: 18. (6) Product: [CH:28]([C:30]1[C:31]([C:36]2[CH:45]=[CH:44][C:39]([C:40]([O:42][CH3:43])=[O:41])=[CH:38][CH:37]=2)=[N:32][CH:33]=[CH:34][CH:35]=1)=[CH2:2]. The catalyst class is: 7. Reactant: [I-].[CH3:2][P+](C1C=CC=CC=1)(C1C=CC=CC=1)C1C=CC=CC=1.CC(C)([O-])C.[K+].[CH:28]([C:30]1[C:31]([C:36]2[CH:45]=[CH:44][C:39]([C:40]([O:42][CH3:43])=[O:41])=[CH:38][CH:37]=2)=[N:32][CH:33]=[CH:34][CH:35]=1)=O.O. (7) Reactant: [Cl:1][C:2]1[CH:3]=[N+:4]([O-:27])[CH:5]=[C:6]([Cl:26])[C:7]=1[CH2:8][C@@H:9]([C:11]1[CH:16]=[CH:15][C:14]([O:17][CH:18]([F:20])[F:19])=[C:13]([O:21][CH2:22][CH:23]2[CH2:25][CH2:24]2)[CH:12]=1)[OH:10].C(Cl)CCl.[NH2:32][C:33]1[CH:38]=[CH:37][C:36]([S:39]([N:42]2[CH2:46][CH2:45][S:44][CH:43]2[C:47](O)=[O:48])(=[O:41])=[O:40])=[CH:35][CH:34]=1.O. Product: [NH2:32][C:33]1[CH:38]=[CH:37][C:36]([S:39]([N:42]2[CH2:46][CH2:45][S:44][CH:43]2[C:47]([O:10][C@H:9]([C:11]2[CH:16]=[CH:15][C:14]([O:17][CH:18]([F:20])[F:19])=[C:13]([O:21][CH2:22][CH:23]3[CH2:25][CH2:24]3)[CH:12]=2)[CH2:8][C:7]2[C:6]([Cl:26])=[CH:5][N+:4]([O-:27])=[CH:3][C:2]=2[Cl:1])=[O:48])(=[O:41])=[O:40])=[CH:35][CH:34]=1. The catalyst class is: 239.